From a dataset of Catalyst prediction with 721,799 reactions and 888 catalyst types from USPTO. Predict which catalyst facilitates the given reaction. (1) Reactant: [CH3:1][C:2]1[CH:9]=[C:8]([CH3:10])[CH:7]=[CH:6][C:3]=1[CH:4]=O.[H-].[Na+].C([C:15](CC)(P(O)(O)=O)[C:16]([O:18][CH3:19])=[O:17])C. Product: [CH3:19][O:18][C:16](=[O:17])[CH:15]=[CH:4][C:3]1[CH:6]=[CH:7][C:8]([CH3:10])=[CH:9][C:2]=1[CH3:1]. The catalyst class is: 39. (2) Reactant: [C:1]([O:5][C:6]([N:8]1[C:16]2[C:11](=[CH:12][C:13]([O:17]CC3C=CC=CC=3)=[CH:14][CH:15]=2)[CH:10]=[CH:9]1)=[O:7])([CH3:4])([CH3:3])[CH3:2].C([O-])=O.[NH4+]. Product: [C:1]([O:5][C:6]([N:8]1[C:16]2[C:11](=[CH:12][C:13]([OH:17])=[CH:14][CH:15]=2)[CH:10]=[CH:9]1)=[O:7])([CH3:4])([CH3:2])[CH3:3]. The catalyst class is: 29. (3) The catalyst class is: 11. Product: [F:17][C:18]1[CH:19]=[CH:20][C:21]([C:24]2[CH:29]=[CH:28][C:27]([O:1][CH2:2][C@@H:3]3[C@@H:8]([NH:9][C:10](=[O:16])[O:11][C:12]([CH3:13])([CH3:15])[CH3:14])[CH2:7][CH2:6][CH2:5][O:4]3)=[CH:26][CH:25]=2)=[N:22][CH:23]=1. Reactant: [OH:1][CH2:2][C@@H:3]1[C@@H:8]([NH:9][C:10](=[O:16])[O:11][C:12]([CH3:15])([CH3:14])[CH3:13])[CH2:7][CH2:6][CH2:5][O:4]1.[F:17][C:18]1[CH:19]=[CH:20][C:21]([C:24]2[CH:29]=[CH:28][C:27](O)=[CH:26][CH:25]=2)=[N:22][CH:23]=1.C1CCN(C(N=NC(N2CCCCC2)=O)=O)CC1.P(CCCC)(CCCC)CCCC. (4) Reactant: [F:1][C:2]1[CH:10]=[CH:9][C:5]([C:6](Cl)=[O:7])=[CH:4][CH:3]=1.[NH2:11][C:12]1[CH:30]=[CH:29][C:15]([O:16]N(C(C)(C)C)C(=O)OC(C)(C)C)=[C:14]([C:31]2[N:32]([CH3:37])[N:33]=[CH:34][C:35]=2[Br:36])[CH:13]=1.C([N:41](CC)[CH:42]([CH3:44])[CH3:43])(C)C.[C:47](O)(C(F)(F)F)=O. Product: [NH2:41][C:42]([CH3:44])([CH3:47])[CH2:43][O:16][C:15]1[CH:29]=[CH:30][C:12]([NH:11][C:6](=[O:7])[C:5]2[CH:9]=[CH:10][C:2]([F:1])=[CH:3][CH:4]=2)=[CH:13][C:14]=1[C:31]1[N:32]([CH3:37])[N:33]=[CH:34][C:35]=1[Br:36]. The catalyst class is: 4. (5) Reactant: Br[C:2]1[CH:3]=[C:4]2[C:9](=[CH:10][CH:11]=1)[N:8]=[CH:7][N:6]=[C:5]2[C:12]1[CH:13]=[C:14]([CH:26]=[CH:27][CH:28]=1)[C:15]([N:17]1[CH2:22][CH2:21][N:20]([C:23](=[O:25])[CH3:24])[CH2:19][CH2:18]1)=[O:16].[CH3:29][O:30][C:31]1[N:38]=[CH:37][C:36](B2OC(C)(C)C(C)(C)O2)=[CH:35][C:32]=1[C:33]#[N:34].COCCOC.C([O-])([O-])=O.[Na+].[Na+]. Product: [C:23]([N:20]1[CH2:21][CH2:22][N:17]([C:15]([C:14]2[CH:13]=[C:12]([C:5]3[C:4]4[C:9](=[CH:10][CH:11]=[C:2]([C:36]5[CH:37]=[N:38][C:31]([O:30][CH3:29])=[C:32]([CH:35]=5)[C:33]#[N:34])[CH:3]=4)[N:8]=[CH:7][N:6]=3)[CH:28]=[CH:27][CH:26]=2)=[O:16])[CH2:18][CH2:19]1)(=[O:25])[CH3:24]. The catalyst class is: 518. (6) Reactant: [OH:1][C:2]1[CH:11]=[CH:10][C:5]([C:6]([O:8][CH3:9])=[O:7])=[CH:4][C:3]=1[N+:12]([O-:14])=[O:13].C(=O)([O-])[O-].[K+].[K+].Br[C:22]([CH3:29])([CH3:28])[C:23]([O:25][CH2:26][CH3:27])=[O:24].O. Product: [CH2:26]([O:25][C:23](=[O:24])[C:22]([CH3:29])([CH3:28])[O:1][C:2]1[CH:11]=[CH:10][C:5]([C:6]([O:8][CH3:9])=[O:7])=[CH:4][C:3]=1[N+:12]([O-:14])=[O:13])[CH3:27]. The catalyst class is: 9. (7) Reactant: [CH2:1]([C@H:8]1[CH2:12][O:11][C:10](=[O:13])[N:9]1C(=O)[C@@H](Br)[C@H](O)COCC1C=CC=CC=1)[C:2]1[CH:7]=[CH:6][CH:5]=[CH:4][CH:3]=1.[N-]=[N+]=[N-].[Na+]. Product: [CH2:1]([CH:8]1[CH2:12][O:11][C:10](=[O:13])[NH:9]1)[C:2]1[CH:3]=[CH:4][CH:5]=[CH:6][CH:7]=1. The catalyst class is: 42. (8) Reactant: II.[CH2:3]([C@@H:10]1[C:25](=[O:26])[NH:24][C@H:23]([CH2:27][S:28]C(C2C=CC=CC=2)(C2C=CC=CC=2)C2C=CC=CC=2)[C:22](=[O:48])[NH:21][C@H:20]([CH:49]([CH3:51])[CH3:50])[C@@H:19]([OH:52])[CH2:18][C:17](=[O:53])[O:16][O:15][C@H:14](/[CH:54]=[CH:55]/[CH2:56][CH2:57][S:58]C(C2C=CC=CC=2)(C2C=CC=CC=2)C2C=CC=CC=2)[NH:13][C:12](=[O:78])[CH2:11]1)[C:4]1[CH:9]=[CH:8][CH:7]=[CH:6][CH:5]=1.S([O-])([O-])(=O)=S.[Na+].[Na+]. Product: [CH2:3]([C@@H:10]1[C:25](=[O:26])[NH:24][C@@H:23]2[CH2:27][S:28][S:58][CH2:57][CH2:56][CH:55]=[CH:54][C@@H:14]([O:15][O:16][C:17](=[O:53])[CH2:18][C@H:19]([OH:52])[C@@H:20]([CH:49]([CH3:51])[CH3:50])[NH:21][C:22]2=[O:48])[NH:13][C:12](=[O:78])[CH2:11]1)[C:4]1[CH:9]=[CH:8][CH:7]=[CH:6][CH:5]=1. The catalyst class is: 61. (9) Reactant: [CH:1]([C:4]1C=[CH:10][CH:9]=[CH:8][C:5]=1C#N)([CH3:3])[CH3:2].[OH-:12].[K+].Cl.[CH2:15]([OH:18])[CH2:16]O. Product: [CH:1]([C:4]1[CH:5]=[CH:8][CH:9]=[CH:10][C:16]=1[C:15]([OH:18])=[O:12])([CH3:3])[CH3:2]. The catalyst class is: 69. (10) Reactant: [Cl:1][C:2]1[CH:3]=[C:4]([C:12]2[O:16][N:15]=[C:14]([C:17]3[CH:18]=[C:19]4[C:23](=[CH:24][CH:25]=3)[N:22]([CH2:26][CH2:27][CH2:28][C:29]([O:31]CC)=[O:30])[N:21]=[CH:20]4)[N:13]=2)[CH:5]=[CH:6][C:7]=1[O:8][CH:9]([CH3:11])[CH3:10].[OH-].[Na+]. Product: [Cl:1][C:2]1[CH:3]=[C:4]([C:12]2[O:16][N:15]=[C:14]([C:17]3[CH:18]=[C:19]4[C:23](=[CH:24][CH:25]=3)[N:22]([CH2:26][CH2:27][CH2:28][C:29]([OH:31])=[O:30])[N:21]=[CH:20]4)[N:13]=2)[CH:5]=[CH:6][C:7]=1[O:8][CH:9]([CH3:11])[CH3:10]. The catalyst class is: 8.